Dataset: Full USPTO retrosynthesis dataset with 1.9M reactions from patents (1976-2016). Task: Predict the reactants needed to synthesize the given product. Given the product [CH3:23][C:22]1[CH:21]=[C:20]([N+:24]([O-:26])=[O:25])[CH:19]=[C:18]([CH3:27])[C:17]=1[N:13]1[CH:14]=[CH:15][CH:16]=[C:11]([CH2:5][C:4]([OH:29])=[O:3])[C:12]1=[O:28], predict the reactants needed to synthesize it. The reactants are: C([O:3][C:4](=[O:29])[CH:5]([C:11]1[C:12](=[O:28])[N:13]([C:17]2[C:22]([CH3:23])=[CH:21][C:20]([N+:24]([O-:26])=[O:25])=[CH:19][C:18]=2[CH3:27])[CH:14]=[CH:15][CH:16]=1)C(OCC)=O)C.O1CCOCC1.[OH-].[Na+].